This data is from Full USPTO retrosynthesis dataset with 1.9M reactions from patents (1976-2016). The task is: Predict the reactants needed to synthesize the given product. (1) Given the product [CH2:1]([C:8]1[CH:9]=[N:10][C:11]2[C:16]([C:17]=1[C:18]1[CH:19]=[C:20]([NH:24][CH2:39][C:38]3[CH:41]=[CH:42][CH:43]=[C:36]([O:29][C:30]4[CH:35]=[CH:34][CH:33]=[CH:32][CH:31]=4)[CH:37]=3)[CH:21]=[CH:22][CH:23]=1)=[CH:15][CH:14]=[CH:13][C:12]=2[C:25]([F:28])([F:26])[F:27])[C:2]1[CH:3]=[CH:4][CH:5]=[CH:6][CH:7]=1, predict the reactants needed to synthesize it. The reactants are: [CH2:1]([C:8]1[CH:9]=[N:10][C:11]2[C:16]([C:17]=1[C:18]1[CH:19]=[C:20]([NH2:24])[CH:21]=[CH:22][CH:23]=1)=[CH:15][CH:14]=[CH:13][C:12]=2[C:25]([F:28])([F:27])[F:26])[C:2]1[CH:7]=[CH:6][CH:5]=[CH:4][CH:3]=1.[O:29]([C:36]1[CH:37]=[C:38]([CH:41]=[CH:42][CH:43]=1)[CH:39]=O)[C:30]1[CH:35]=[CH:34][CH:33]=[CH:32][CH:31]=1. (2) Given the product [O:21]=[C:12]1[C:13]2[C:18](=[CH:17][CH:16]=[CH:15][CH:14]=2)[C:19](=[O:20])[N:11]1[CH2:10][CH2:9][N:1]1[CH:5]=[C:4]([CH:6]=[O:7])[CH:3]=[N:2]1, predict the reactants needed to synthesize it. The reactants are: [NH:1]1[CH:5]=[C:4]([CH:6]=[O:7])[CH:3]=[N:2]1.Br[CH2:9][CH2:10][N:11]1[C:19](=[O:20])[C:18]2[C:13](=[CH:14][CH:15]=[CH:16][CH:17]=2)[C:12]1=[O:21].C([O-])([O-])=O.[Cs+].[Cs+]. (3) Given the product [N:29]([C@@H:10]([C:12]1[CH:13]=[N:14][C:15]([O:18][CH3:19])=[N:16][CH:17]=1)[CH2:9][O:8][Si:1]([C:4]([CH3:7])([CH3:6])[CH3:5])([CH3:3])[CH3:2])=[N+:30]=[N-:31], predict the reactants needed to synthesize it. The reactants are: [Si:1]([O:8][CH2:9][C@@H:10]([C:12]1[CH:13]=[N:14][C:15]([O:18][CH3:19])=[N:16][CH:17]=1)O)([C:4]([CH3:7])([CH3:6])[CH3:5])([CH3:3])[CH3:2].C1C=CC(OP(OC2C=CC=CC=2)([N:29]=[N+:30]=[N-:31])=O)=CC=1.N12CCCN=C1CCCCC2. (4) Given the product [C:28]1([C:25]2[S:26][CH:7]=[C:8]([CH2:12][P:13](=[O:20])([O:14][CH2:15][CH3:16])[O:17][CH2:18][CH3:19])[N:9]=2)[CH:33]=[CH:32][CH:31]=[CH:30][CH:29]=1, predict the reactants needed to synthesize it. The reactants are: O1C=CC=C1C1N(C)[N:9]=[C:8]([CH2:12][P:13](=[O:20])([O:17][CH2:18][CH3:19])[O:14][CH2:15][CH3:16])[CH:7]=1.ClCC1N=[C:25]([C:28]2[CH:33]=[CH:32][CH:31]=[CH:30][CH:29]=2)[S:26]C=1. (5) Given the product [C:1]12([C:11]3[N:12]=[C:13]([CH3:20])[S:14][C:15]=3[CH2:16][NH2:17])[CH2:10][CH:5]3[CH2:6][CH:7]([CH2:9][CH:3]([CH2:4]3)[CH2:2]1)[CH2:8]2, predict the reactants needed to synthesize it. The reactants are: [C:1]12([C:11]3[N:12]=[C:13]([CH3:20])[S:14][C:15]=3[CH2:16][N:17]=[N+]=[N-])[CH2:10][CH:5]3[CH2:6][CH:7]([CH2:9][CH:3]([CH2:4]3)[CH2:2]1)[CH2:8]2.C1(P(C2C=CC=CC=2)C2C=CC=CC=2)C=CC=CC=1.O.Cl.C(OCC)(=O)C. (6) The reactants are: Cl.[NH2:2][CH:3]1[CH:10]2[CH2:11][C:6]3([OH:14])[CH2:7][C:8]([OH:13])([CH2:12][CH:4]1[CH2:5]3)[CH2:9]2.[C:15]([NH:22][C:23]1([CH:28]=O)[CH2:27][CH2:26][CH2:25][CH2:24]1)([O:17][C:18]([CH3:21])([CH3:20])[CH3:19])=[O:16].C(O)(=O)C.C([O-])(O)=O.[Na+]. Given the product [C:18]([O:17][C:15](=[O:16])[NH:22][C:23]1([CH2:28][NH:2][CH:3]2[CH:10]3[CH2:9][C:8]4([OH:13])[CH2:7][C:6]([OH:14])([CH2:5][CH:4]2[CH2:12]4)[CH2:11]3)[CH2:24][CH2:25][CH2:26][CH2:27]1)([CH3:21])([CH3:19])[CH3:20], predict the reactants needed to synthesize it. (7) Given the product [C:34]([N:29]1[CH2:30][CH2:31][CH2:32][CH2:33][C@H:28]1[C:8]1[N:4]2[CH:5]=[CH:6][N:7]=[C:2]([NH2:1])[C:3]2=[C:10]([C:11]2[CH:12]=[CH:13][C:14]([C:15]([NH:17][C:18]3[CH:23]=[C:22]([C:24]#[N:25])[CH:21]=[CH:20][N:19]=3)=[O:16])=[CH:26][CH:27]=2)[N:9]=1)(=[O:37])[CH:35]=[CH2:36], predict the reactants needed to synthesize it. The reactants are: [NH2:1][C:2]1[C:3]2[N:4]([C:8]([C@@H:28]3[CH2:33][CH2:32][CH2:31][CH2:30][NH:29]3)=[N:9][C:10]=2[C:11]2[CH:27]=[CH:26][C:14]([C:15]([NH:17][C:18]3[CH:23]=[C:22]([C:24]#[N:25])[CH:21]=[CH:20][N:19]=3)=[O:16])=[CH:13][CH:12]=2)[CH:5]=[CH:6][N:7]=1.[C:34](Cl)(=[O:37])[CH:35]=[CH2:36]. (8) Given the product [NH2:11][C@H:10]1[C:9](=[O:26])[NH:8][C:7]2[CH:27]=[C:28]([F:31])[CH:29]=[CH:30][C:6]=2[O:5][C@H:4]1[CH:1]1[CH2:3][CH2:2]1, predict the reactants needed to synthesize it. The reactants are: [CH:1]1([C@H:4]2[C@@H:10]([N:11](CC3C=CC=CC=3)CC3C=CC=CC=3)[C:9](=[O:26])[NH:8][C:7]3[CH:27]=[C:28]([F:31])[CH:29]=[CH:30][C:6]=3[O:5]2)[CH2:3][CH2:2]1. (9) Given the product [CH3:23][C:19]1[CH:20]=[CH:21][CH:22]=[C:17]2[C:18]=1[CH:24]=[C:38]([CH2:37][CH2:36][N:32]1[CH2:33][CH2:34][CH2:35][C@@H:31]1[CH2:30][O:29][CH3:28])[O:39][C:16]2=[O:25], predict the reactants needed to synthesize it. The reactants are: C(NC(C)C)(C)C.C([Li])CCC.C(N(CC)[C:16](=[O:25])[C:17]1[CH:22]=[CH:21][CH:20]=[C:19]([CH3:23])[C:18]=1[CH3:24])C.[CH3:28][O:29][CH2:30][C@H:31]1[CH2:35][CH2:34][CH2:33][N:32]1[CH2:36][CH2:37][C:38](N(OC)C)=[O:39].Cl.C(=O)([O-])[O-].[K+].[K+]. (10) Given the product [CH2:11]([N:17]1[C:25]2[C:20](=[CH:21][C:22]([CH:9]=[O:10])=[CH:23][CH:24]=2)[CH2:19][CH2:18]1)[CH2:12][CH2:13][CH2:14][CH2:15][CH3:16], predict the reactants needed to synthesize it. The reactants are: O=P(Cl)(Cl)Cl.CN([CH:9]=[O:10])C.[CH2:11]([N:17]1[C:25]2[C:20](=[CH:21][CH:22]=[CH:23][CH:24]=2)[CH2:19][CH2:18]1)[CH2:12][CH2:13][CH2:14][CH2:15][CH3:16].C([O-])(=O)C.[Na+].